From a dataset of Reaction yield outcomes from USPTO patents with 853,638 reactions. Predict the reaction yield, written as a fraction of the theoretical maximum amount of product (1.0 means a 100% yield; for example, 0.34 means a 34% yield). (1) The yield is 0.450. The reactants are Br[C:2]1[CH:3]=[C:4]([CH:14]=[CH:15][C:16]=1[N:17]1[CH2:22][CH2:21][C:20]([CH3:24])([CH3:23])[CH2:19][CH2:18]1)[CH2:5][NH:6][C:7](=[O:13])[O:8][C:9]([CH3:12])([CH3:11])[CH3:10].[C:25]([Cu])#[N:26]. The product is [C:25]([C:2]1[CH:3]=[C:4]([CH:14]=[CH:15][C:16]=1[N:17]1[CH2:22][CH2:21][C:20]([CH3:24])([CH3:23])[CH2:19][CH2:18]1)[CH2:5][NH:6][C:7](=[O:13])[O:8][C:9]([CH3:12])([CH3:11])[CH3:10])#[N:26]. The catalyst is CN(C=O)C. (2) The reactants are [F:1][C:2]1[CH:3]=[C:4]([C:16]([NH:18][C@@H:19]2[CH2:24][CH2:23][C@H:22]([NH:25][C:26](=[O:32])[O:27][C:28]([CH3:31])([CH3:30])[CH3:29])[CH2:21][CH2:20]2)=[O:17])[C:5]([NH:8][CH:9]2[CH2:14][CH2:13][N:12]([CH3:15])[CH2:11][CH2:10]2)=[N:6][CH:7]=1.[C:33](N1C=CN=C1)(N1C=CN=C1)=[O:34].[H-].[Na+]. The catalyst is CN(C)C=O. The product is [F:1][C:2]1[CH:7]=[N:6][C:5]2[N:8]([CH:9]3[CH2:14][CH2:13][N:12]([CH3:15])[CH2:11][CH2:10]3)[C:33](=[O:34])[N:18]([C@@H:19]3[CH2:24][CH2:23][C@H:22]([NH:25][C:26](=[O:32])[O:27][C:28]([CH3:29])([CH3:31])[CH3:30])[CH2:21][CH2:20]3)[C:16](=[O:17])[C:4]=2[CH:3]=1. The yield is 0.770. (3) The reactants are [NH2:1][C:2]1[CH:7]=[CH:6][CH:5]=[CH:4][CH:3]=1.Br.C1C2C(=CC=CC=2)C=CC=1CS[C:21](=[NH:30])/[CH:22]=[CH:23]/[C:24]1[CH:29]=[CH:28][CH:27]=[CH:26][CH:25]=1.C(Cl)(Cl)[Cl:32]. No catalyst specified. The product is [ClH:32].[C:2]1([NH:1][C:21](=[NH:30])/[CH:22]=[CH:23]/[C:24]2[CH:29]=[CH:28][CH:27]=[CH:26][CH:25]=2)[CH:7]=[CH:6][CH:5]=[CH:4][CH:3]=1. The yield is 0.260. (4) The reactants are Br[C:2]1[CH2:7][C:6]([CH3:9])([CH3:8])[CH2:5][C:4](=[O:10])[CH:3]=1.[NH:11]1[C:19]2[C:14](=[CH:15][C:16](B3OC(C)(C)C(C)(C)O3)=[CH:17][CH:18]=2)[CH:13]=[CH:12]1. No catalyst specified. The product is [NH:11]1[C:19]2[C:14](=[CH:15][C:16]([C:2]3[CH2:7][C:6]([CH3:9])([CH3:8])[CH2:5][C:4](=[O:10])[CH:3]=3)=[CH:17][CH:18]=2)[CH:13]=[CH:12]1. The yield is 0.950. (5) The reactants are [C:1]([C:4]1[N:9]=[C:8]([CH2:10][N:11]2[CH2:15][CH2:14][N:13]([C@@H:16]([C:48]([CH3:51])([CH3:50])[CH3:49])[C:17]([NH:19][C@@H:20]([CH2:41][C:42]3[CH:47]=[CH:46][CH:45]=[CH:44][CH:43]=3)[C@H:21]([OH:40])[CH2:22][N:23]([S:28]([C:31]3[CH:36]=[CH:35][C:34](/[CH:37]=[N:38]/[OH:39])=[CH:33][CH:32]=3)(=[O:30])=[O:29])[CH2:24][CH:25]([CH3:27])[CH3:26])=[O:18])[C:12]2=[O:52])[CH:7]=[CH:6][CH:5]=1)(=[O:3])[CH3:2].[BH4-].[Na+]. The catalyst is CO. The product is [CH2:41]([C@H:20]([NH:19][C:17](=[O:18])[C@@H:16]([N:13]1[CH2:14][CH2:15][N:11]([CH2:10][C:8]2[CH:7]=[CH:6][CH:5]=[C:4]([CH:1]([OH:3])[CH3:2])[N:9]=2)[C:12]1=[O:52])[C:48]([CH3:50])([CH3:51])[CH3:49])[C@H:21]([OH:40])[CH2:22][N:23]([S:28]([C:31]1[CH:32]=[CH:33][C:34](/[CH:37]=[N:38]/[OH:39])=[CH:35][CH:36]=1)(=[O:30])=[O:29])[CH2:24][CH:25]([CH3:27])[CH3:26])[C:42]1[CH:43]=[CH:44][CH:45]=[CH:46][CH:47]=1. The yield is 0.960. (6) The reactants are [CH:1]([C:3]1[C:4]([CH3:20])=[C:5]([O:10][CH2:11][C:12]2[CH:19]=[CH:18][C:15]([C:16]#[N:17])=[CH:14][CH:13]=2)[C:6]([CH3:9])=[N:7][CH:8]=1)=O.[NH2:21][C:22]1[CH:27]=[CH:26][C:25]([C:28]2[CH:33]=[CH:32][C:31]([C:34]#[N:35])=[CH:30][CH:29]=2)=[CH:24][CH:23]=1.O.C1(C)C=CC(S(O)(=O)=O)=CC=1.[BH4-].[Na+]. The catalyst is C1C=CC=CC=1. The product is [C:16]([C:15]1[CH:18]=[CH:19][C:12]([CH2:11][O:10][C:5]2[C:4]([CH3:20])=[C:3]([CH2:1][NH:21][C:22]3[CH:23]=[CH:24][C:25]([C:28]4[CH:33]=[CH:32][C:31]([C:34]#[N:35])=[CH:30][CH:29]=4)=[CH:26][CH:27]=3)[CH:8]=[N:7][C:6]=2[CH3:9])=[CH:13][CH:14]=1)#[N:17]. The yield is 0.400. (7) The reactants are [Br:1][C:2]1[CH:3]=[C:4]2[C:9](=[CH:10][CH:11]=1)[N:8]=[CH:7][C:6]([C:12]([CH:14]1[CH2:16][CH2:15]1)=[O:13])=[C:5]2Cl.[NH2:18][C:19]1[CH:20]=[N:21][C:22]([N:25]2[CH2:30][CH2:29][N:28]([C:31]([O:33][C:34]([CH3:37])([CH3:36])[CH3:35])=[O:32])[CH2:27][CH2:26]2)=[N:23][CH:24]=1. No catalyst specified. The product is [Br:1][C:2]1[CH:3]=[C:4]2[C:9](=[CH:10][CH:11]=1)[N:8]=[CH:7][C:6]([C:12]([CH:14]1[CH2:16][CH2:15]1)=[O:13])=[C:5]2[NH:18][C:19]1[CH:24]=[N:23][C:22]([N:25]2[CH2:26][CH2:27][N:28]([C:31]([O:33][C:34]([CH3:37])([CH3:36])[CH3:35])=[O:32])[CH2:29][CH2:30]2)=[N:21][CH:20]=1. The yield is 0.390.